From a dataset of Reaction yield outcomes from USPTO patents with 853,638 reactions. Predict the reaction yield, written as a fraction of the theoretical maximum amount of product (1.0 means a 100% yield; for example, 0.34 means a 34% yield). (1) The yield is 0.740. The product is [Cl:1][C:2]1[CH:3]=[C:4]([O:11][CH2:25][CH:30]2[CH2:26][CH2:27][CH2:28][CH2:29]2)[C:5]([N+:8]([O-:10])=[O:9])=[N:6][CH:7]=1. The catalyst is C1COCC1. The reactants are [Cl:1][C:2]1[CH:3]=[C:4]([OH:11])[C:5]([N+:8]([O-:10])=[O:9])=[N:6][CH:7]=1.[C:25]1(P([C:25]2[CH:30]=[CH:29][CH:28]=[CH:27][CH:26]=2)[C:25]2[CH:30]=[CH:29][CH:28]=[CH:27][CH:26]=2)[CH:30]=[CH:29][CH:28]=[CH:27][CH:26]=1.C1(CO)CCCC1. (2) The reactants are C([O:8][C@@H:9]1[C@@H:40]([O:41]CC2C=CC=CC=2)[C@H:39]([O:49][C@@H:50]2[O:79][C@H:78]([CH3:80])[C@@H:69]([O:70]CC3C=CC=CC=3)[C@H:60]([O:61]CC3C=CC=CC=3)[C@H:51]2[O:52]CC2C=CC=CC=2)[C@@H:38]([CH2:81][O:82]CC2C=CC=CC=2)[O:37][C@@H:10]1[O:11][C@H:12]1[C@H:16]([O:17]CC2C=CC=CC=2)[CH2:15][N:14](C(OCC2C=CC=CC=2)=O)[C@H:13]1[CH2:35][F:36])C1C=CC=CC=1. The catalyst is CO.Cl.[OH-].[Pd+2].[OH-].[C]. The product is [C@@H:50]1([O:49][C@@H:39]2[C@@H:38]([CH2:81][OH:82])[O:37][C@H:10]([O:11][C@H:12]3[C@H:16]([OH:17])[CH2:15][NH:14][C@H:13]3[CH2:35][F:36])[C@H:9]([OH:8])[C@H:40]2[OH:41])[O:79][C@H:78]([CH3:80])[C@@H:69]([OH:70])[C@H:60]([OH:61])[C@H:51]1[OH:52]. The yield is 0.0800. (3) The reactants are Cl.[NH2:2][C:3]1[CH:4]=[C:5]([C:9]2[N:14]3[N:15]=[CH:16][C:17]([C:18]([C:20]4[S:21][CH:22]=[CH:23][CH:24]=4)=[O:19])=[C:13]3[N:12]=[CH:11][CH:10]=2)[CH:6]=[CH:7][CH:8]=1.[CH:25]([NH:28][C:29]#[N:30])([CH3:27])[CH3:26]. The catalyst is C(Cl)Cl. The product is [CH:25]([NH:28][C:29]([NH:2][C:3]1[CH:8]=[CH:7][CH:6]=[C:5]([C:9]2[N:14]3[N:15]=[CH:16][C:17]([C:18]([C:20]4[S:21][CH:22]=[CH:23][CH:24]=4)=[O:19])=[C:13]3[N:12]=[CH:11][CH:10]=2)[CH:4]=1)=[NH:30])([CH3:27])[CH3:26]. The yield is 0.550.